From a dataset of Reaction yield outcomes from USPTO patents with 853,638 reactions. Predict the reaction yield, written as a fraction of the theoretical maximum amount of product (1.0 means a 100% yield; for example, 0.34 means a 34% yield). (1) The reactants are [NH2:1][C:2]1[CH:7]=[CH:6][CH:5]=[CH:4][C:3]=1[C:8]1[CH:13]=[CH:12][CH:11]=[CH:10][CH:9]=1.Cl.[N:15]([O-])=O.[Na+].[C:19]([CH2:21][C:22]([NH:24][CH2:25][CH:26]1[CH2:28][CH2:27]1)=[O:23])#[N:20].C([O-])(=O)C.[Na+].C(=O)([O-])[O-].[Na+].[Na+].C(=O)=O. The catalyst is C(O)(=O)C.O.C(O)C. The product is [C:3]1([C:8]2[CH:9]=[CH:10][CH:11]=[CH:12][CH:13]=2)[CH:4]=[CH:5][CH:6]=[CH:7][C:2]=1[NH:1][N:15]=[C:21]([C:19]#[N:20])[C:22]([NH:24][CH2:25][CH:26]1[CH2:28][CH2:27]1)=[O:23]. The yield is 0.360. (2) The reactants are Cl[C:2]1[CH:7]=[CH:6][N:5]=[C:4]([N:8]2[CH2:19][CH2:18][N:17]3[C:10](=[CH:11][C:12]4[CH2:13][C:14]([CH3:21])([CH3:20])[CH2:15][C:16]=43)[C:9]2=[O:22])[C:3]=1[C:23]([OH:25])=[O:24].[CH3:26][N:27]1[CH:32]=[C:31](B2OC(C)(C)C(C)(C)O2)[CH:30]=[C:29]([NH:42][C:43]2[CH:48]=[CH:47][C:46]([N:49]3[CH2:54][CH2:53][N:52]([CH:55]4[CH2:58][O:57][CH2:56]4)[CH2:51][C@@H:50]3[CH3:59])=[CH:45][N:44]=2)[C:28]1=[O:60].[O-]P([O-])([O-])=O.[K+].[K+].[K+].C([O-])(=O)C.[Na+]. The catalyst is C1C=CC(P(C2C=CC=CC=2)[C-]2C=CC=C2)=CC=1.C1C=CC(P(C2C=CC=CC=2)[C-]2C=CC=C2)=CC=1.Cl[Pd]Cl.[Fe+2].O.C(#N)C. The product is [CH3:20][C:14]1([CH3:21])[CH2:13][C:12]2[CH:11]=[C:10]3[N:17]([CH2:18][CH2:19][N:8]([C:4]4[C:3]([C:23]([OH:25])=[O:24])=[C:2]([C:31]5[CH:30]=[C:29]([NH:42][C:43]6[CH:48]=[CH:47][C:46]([N:49]7[CH2:54][CH2:53][N:52]([CH:55]8[CH2:56][O:57][CH2:58]8)[CH2:51][C@@H:50]7[CH3:59])=[CH:45][N:44]=6)[C:28](=[O:60])[N:27]([CH3:26])[CH:32]=5)[CH:7]=[CH:6][N:5]=4)[C:9]3=[O:22])[C:16]=2[CH2:15]1. The yield is 0.410. (3) The reactants are Br[C:2]1[N:6]([CH2:7][O:8][CH2:9][CH2:10][Si:11]([CH3:14])([CH3:13])[CH3:12])[C:5]([C:15]2[CH:20]=[CH:19][CH:18]=[CH:17][CH:16]=2)=[N:4][C:3]=1[C:21]1[CH:26]=[CH:25][N:24]=[CH:23][CH:22]=1.[Li]C(C)(C)C.[CH2:32]([Sn:36](Cl)([CH2:41][CH2:42][CH2:43][CH3:44])[CH2:37][CH2:38][CH2:39][CH3:40])[CH2:33][CH2:34][CH3:35].C(=O)([O-])O.[Na+]. The catalyst is C1COCC1. The product is [C:15]1([C:5]2[N:6]([CH2:7][O:8][CH2:9][CH2:10][Si:11]([CH3:14])([CH3:13])[CH3:12])[C:2]([Sn:36]([CH2:37][CH2:38][CH2:39][CH3:40])([CH2:41][CH2:42][CH2:43][CH3:44])[CH2:32][CH2:33][CH2:34][CH3:35])=[C:3]([C:21]3[CH:26]=[CH:25][N:24]=[CH:23][CH:22]=3)[N:4]=2)[CH:20]=[CH:19][CH:18]=[CH:17][CH:16]=1. The yield is 0.930. (4) The reactants are [OH:1][C:2]1[CH:11]=[CH:10][C:5]([C:6]([O:8][CH3:9])=[O:7])=[CH:4][C:3]=1[C:12]([O:14][CH3:15])=[O:13].C(N(CC)CC)C.[S:23](O[S:23]([C:26]([F:29])([F:28])[F:27])(=[O:25])=[O:24])([C:26]([F:29])([F:28])[F:27])(=[O:25])=[O:24]. The catalyst is C(Cl)Cl. The product is [F:27][C:26]([F:29])([F:28])[S:23]([O:1][C:2]1[CH:11]=[CH:10][C:5]([C:6]([O:8][CH3:9])=[O:7])=[CH:4][C:3]=1[C:12]([O:14][CH3:15])=[O:13])(=[O:25])=[O:24]. The yield is 0.930. (5) The reactants are [NH2:1][C:2]1[CH:3]=[CH:4][C:5]2[C:14]3[C:9](=[CH:10][C:11]([OH:15])=[CH:12][CH:13]=3)[O:8][C:7](=[O:16])[C:6]=2[CH:17]=1.II. The catalyst is CC(C)=O.CN1CCCC1=O. The product is [OH:15][C:11]1[CH:10]=[C:9]2[C:14](=[CH:13][CH:12]=1)[C:5]1[C:6](=[C:17]3[C:2](=[CH:3][CH:4]=1)[NH:1][C:5]([CH3:14])([CH3:6])[CH:4]=[C:3]3[CH3:2])[C:7](=[O:16])[O:8]2. The yield is 0.480.